Dataset: Full USPTO retrosynthesis dataset with 1.9M reactions from patents (1976-2016). Task: Predict the reactants needed to synthesize the given product. (1) Given the product [CH3:21][O:20][C:17]1[CH:18]=[C:19]2[C:14]([N:13]=[CH:12][C:11](=[O:22])[N:10]2[CH2:9][CH2:8][N:5]2[CH2:4][CH2:3][CH:2]([NH:1][CH2:23][C:25]3[CH:26]=[CH:27][C:28]([CH3:39])=[C:29]([NH:31][C:32](=[O:38])[O:33][C:34]([CH3:35])([CH3:36])[CH3:37])[CH:30]=3)[CH2:7][CH2:6]2)=[CH:15][CH:16]=1, predict the reactants needed to synthesize it. The reactants are: [NH2:1][CH:2]1[CH2:7][CH2:6][N:5]([CH2:8][CH2:9][N:10]2[C:19]3[C:14](=[CH:15][CH:16]=[C:17]([O:20][CH3:21])[CH:18]=3)[N:13]=[CH:12][C:11]2=[O:22])[CH2:4][CH2:3]1.[CH:23]([C:25]1[CH:26]=[CH:27][C:28]([CH3:39])=[C:29]([NH:31][C:32](=[O:38])[O:33][C:34]([CH3:37])([CH3:36])[CH3:35])[CH:30]=1)=O.C(O[BH-](OC(=O)C)OC(=O)C)(=O)C.[Na+].C(=O)([O-])O.[Na+]. (2) Given the product [CH3:1][C:2]1[CH:7]=[CH:6][C:5]([NH:8][C:9]([C:11]2[CH:12]=[C:13]3[C:17](=[CH:18][CH:19]=2)[CH:16]([N:20]2[CH2:21][CH2:22][NH:23][CH2:24][CH2:25]2)[CH2:15][CH2:14]3)=[O:10])=[CH:4][C:3]=1[NH:33][C:34]1[N:39]=[C:38]([C:40]2[CH:41]=[N:42][CH:43]=[CH:44][CH:45]=2)[CH:37]=[CH:36][N:35]=1, predict the reactants needed to synthesize it. The reactants are: [CH3:1][C:2]1[CH:7]=[CH:6][C:5]([NH:8][C:9]([C:11]2[CH:12]=[C:13]3[C:17](=[CH:18][CH:19]=2)[CH:16]([N:20]2[CH2:25][CH2:24][N:23](C(OC(C)(C)C)=O)[CH2:22][CH2:21]2)[CH2:15][CH2:14]3)=[O:10])=[CH:4][C:3]=1[NH:33][C:34]1[N:39]=[C:38]([C:40]2[CH:41]=[N:42][CH:43]=[CH:44][CH:45]=2)[CH:37]=[CH:36][N:35]=1. (3) Given the product [CH3:35][N:36]1[CH2:41][CH2:40][N:39]([CH2:2][C:3]([NH:5][C@H:6]2[CH2:11][CH2:10][CH2:9][N:8]([C:12]([C:14]3[S:15][C:16]([C:19]4[C:23]([CH3:24])=[C:22]([C:25]([F:28])([F:27])[F:26])[O:21][N:20]=4)=[CH:17][CH:18]=3)=[O:13])[CH2:7]2)=[O:4])[CH2:38][CH2:37]1, predict the reactants needed to synthesize it. The reactants are: Cl[CH2:2][C:3]([NH:5][C@H:6]1[CH2:11][CH2:10][CH2:9][N:8]([C:12]([C:14]2[S:15][C:16]([C:19]3[C:23]([CH3:24])=[C:22]([C:25]([F:28])([F:27])[F:26])[O:21][N:20]=3)=[CH:17][CH:18]=2)=[O:13])[CH2:7]1)=[O:4].C([O-])([O-])=O.[K+].[K+].[CH3:35][N:36]1[CH2:41][CH2:40][NH:39][CH2:38][CH2:37]1.